This data is from Reaction yield outcomes from USPTO patents with 853,638 reactions. The task is: Predict the reaction yield, written as a fraction of the theoretical maximum amount of product (1.0 means a 100% yield; for example, 0.34 means a 34% yield). (1) The reactants are [Cl:1][C:2]([Cl:28])([Cl:27])[CH2:3][O:4][C:5]([C@@H:7]1[CH2:12][CH2:11][CH2:10][N:9]([C:13]([O:15]C(C)(C)C)=O)[N:8]1C(OC(C)(C)C)=O)=[O:6].FC(F)(F)C(O)=O.[NH:36]([C:53]([O:55][C:56]([CH3:59])([CH3:58])[CH3:57])=[O:54])[C@H:37](C(N[C@H](C(O)=O)C)=O)[CH2:38][C:39]1[CH:44]=[CH:43][CH:42]=[CH:41][CH:40]=1.C(N(CC)C(C)C)(C)C.C[NH3+].F[P-](F)(F)(F)(F)F.N1(OC(N(C)C)=[N+](C)C)C2N=CC=CC=2N=N1.F[P-](F)(F)(F)(F)F. The catalyst is ClCCl.C(#N)C.C(OCC)(=O)C. The product is [Cl:28][C:2]([Cl:1])([Cl:27])[CH2:3][O:4][C:5]([C@@H:7]1[CH2:12][CH2:11][CH2:10][N:9]([C:13](=[O:15])[C@@H:37]([NH:36][C:53]([O:55][C:56]([CH3:59])([CH3:58])[CH3:57])=[O:54])[CH2:38][C:39]2[CH:44]=[CH:43][CH:42]=[CH:41][CH:40]=2)[NH:8]1)=[O:6]. The yield is 0.910. (2) The reactants are [OH:1][C:2]1[CH:7]=[CH:6][CH:5]=[CH:4][C:3]=1[NH:8][C:9]([C@H:11]1[C@H:13]([C:14]2[CH:19]=[CH:18][CH:17]=[CH:16][CH:15]=2)[O:12]1)=[O:10]. The catalyst is C(#N)C.[O-]S(C(F)(F)F)(=O)=O.[Sc+3].[O-]S(C(F)(F)F)(=O)=O.[O-]S(C(F)(F)F)(=O)=O. The product is [OH:12][C@H:11]1[C:9](=[O:10])[NH:8][C:3]2[CH:4]=[CH:5][CH:6]=[CH:7][C:2]=2[O:1][C@@H:13]1[C:14]1[CH:19]=[CH:18][CH:17]=[CH:16][CH:15]=1. The yield is 0.600.